From a dataset of Full USPTO retrosynthesis dataset with 1.9M reactions from patents (1976-2016). Predict the reactants needed to synthesize the given product. (1) Given the product [Cl:7][C:8]1[CH:9]=[CH:10][C:11]2[N:17]3[C:18]([CH:21]4[CH2:23][CH2:22]4)=[N:19][N:20]=[C:16]3[C@@H:15]([CH2:24][CH2:25][OH:26])[S:14][C@H:13]([C:29]3[CH:34]=[CH:33][CH:32]=[C:31]([O:35][CH3:36])[C:30]=3[O:37][CH3:38])[C:12]=2[CH:39]=1, predict the reactants needed to synthesize it. The reactants are: [H-].[Al+3].[Li+].[H-].[H-].[H-].[Cl:7][C:8]1[CH:9]=[CH:10][C:11]2[N:17]3[C:18]([CH:21]4[CH2:23][CH2:22]4)=[N:19][N:20]=[C:16]3[C@@H:15]([CH2:24][C:25](OC)=[O:26])[S:14][C@H:13]([C:29]3[CH:34]=[CH:33][CH:32]=[C:31]([O:35][CH3:36])[C:30]=3[O:37][CH3:38])[C:12]=2[CH:39]=1.C(C(C(C([O-])=O)O)O)([O-])=O.[Na+].[K+]. (2) Given the product [Cl:1][C:2]1[CH:3]=[CH:4][C:5]([CH2:6][N:7]2[C:15]3[C:14](=[O:16])[N:13]([CH2:17][CH2:18][CH2:19][OH:20])[C:12](=[O:27])[N:11]([CH3:28])[C:10]=3[N:9]=[C:8]2[O:29][C:30]2[CH:31]=[N:32][C:33]([CH3:36])=[CH:34][CH:35]=2)=[CH:37][CH:38]=1, predict the reactants needed to synthesize it. The reactants are: [Cl:1][C:2]1[CH:38]=[CH:37][C:5]([CH2:6][N:7]2[C:15]3[C:14](=[O:16])[N:13]([CH2:17][CH2:18][CH2:19][O:20]C4CCCCO4)[C:12](=[O:27])[N:11]([CH3:28])[C:10]=3[N:9]=[C:8]2[O:29][C:30]2[CH:31]=[N:32][C:33]([CH3:36])=[CH:34][CH:35]=2)=[CH:4][CH:3]=1. (3) Given the product [CH3:7][O:8][CH2:9][CH2:10][N:11]1[C:19]([C:20]([Cl:6])=[O:22])=[C:18]2[C:13]([CH:14]=[CH:15][CH:16]=[CH:17]2)=[N:12]1, predict the reactants needed to synthesize it. The reactants are: S1C=CC=C1[Cl:6].[CH3:7][O:8][CH2:9][CH2:10][N:11]1[C:19]([C:20]([OH:22])=O)=[C:18]2[C:13]([CH:14]=[CH:15][CH:16]=[CH:17]2)=[N:12]1. (4) Given the product [F:1][C:2]1[CH:3]=[C:4]([CH:11]([CH3:15])[C:12]([O:14][CH3:20])=[O:13])[CH:5]=[CH:6][C:7]=1[N+:8]([O-:10])=[O:9], predict the reactants needed to synthesize it. The reactants are: [F:1][C:2]1[CH:3]=[C:4]([CH:11]([CH3:15])[C:12]([OH:14])=[O:13])[CH:5]=[CH:6][C:7]=1[N+:8]([O-:10])=[O:9].S(Cl)(Cl)=O.[CH3:20]O. (5) Given the product [F:11][C:3]1[CH:4]=[CH:5][C:6]([N+:8]([O-:10])=[O:9])=[CH:7][C:2]=1[C:17]1[CH:22]=[CH:21][N:20]=[CH:19][CH:18]=1, predict the reactants needed to synthesize it. The reactants are: Br[C:2]1[CH:7]=[C:6]([N+:8]([O-:10])=[O:9])[CH:5]=[CH:4][C:3]=1[F:11].C([Sn](CCCC)(CCCC)[C:17]1[CH:22]=[CH:21][N:20]=[CH:19][CH:18]=1)CCC.[Cl-].[Li+].